Dataset: Catalyst prediction with 721,799 reactions and 888 catalyst types from USPTO. Task: Predict which catalyst facilitates the given reaction. Reactant: [OH:1][C:2]1[CH:9]=[CH:8][C:5]([CH:6]=[O:7])=[CH:4][C:3]=1[O:10][CH3:11].[CH3:12][O:13][C:14]1[CH:21]=[CH:20][C:17]([CH2:18]Cl)=[CH:16][CH:15]=1.C(=O)([O-])[O-].[K+].[K+]. Product: [CH3:11][O:10][C:3]1[CH:4]=[C:5]([CH:8]=[CH:9][C:2]=1[O:1][CH2:18][C:17]1[CH:20]=[CH:21][C:14]([O:13][CH3:12])=[CH:15][CH:16]=1)[CH:6]=[O:7]. The catalyst class is: 9.